This data is from Catalyst prediction with 721,799 reactions and 888 catalyst types from USPTO. The task is: Predict which catalyst facilitates the given reaction. (1) Reactant: [C:1]([O:5][C:6]([N:8]1[CH2:11][CH:10]([C:12](=[O:27])[C:13]2[CH:18]=[CH:17][C:16]([O:19]CC3C=CC=CC=3)=[CH:15][CH:14]=2)[CH2:9]1)=[O:7])([CH3:4])([CH3:3])[CH3:2].[H][H]. Product: [OH:27][CH:12]([C:13]1[CH:14]=[CH:15][C:16]([OH:19])=[CH:17][CH:18]=1)[CH:10]1[CH2:11][N:8]([C:6]([O:5][C:1]([CH3:4])([CH3:3])[CH3:2])=[O:7])[CH2:9]1. The catalyst class is: 19. (2) Reactant: [Br:1][C:2]1[CH:3]=[C:4]([C:7](=O)[CH:8]([CH3:10])[CH3:9])[S:5][CH:6]=1.O.NN.Cl. Product: [Br:1][C:2]1[CH:3]=[C:4]([CH2:7][CH:8]([CH3:10])[CH3:9])[S:5][CH:6]=1. The catalyst class is: 746. (3) Reactant: C(C=P(CCCC)(CCCC)CCCC)#N.[C:17]([O:21][C:22]([N:24]1[C@H:29]([CH2:30]O)[CH2:28][O:27][C@H:26]([CH2:32][CH2:33][C:34]2[CH:39]=[CH:38][CH:37]=[CH:36][C:35]=2[NH:40][C:41](=[O:61])[C@@H:42]([NH:56][C:57]([O:59][CH3:60])=[O:58])[CH:43]([C:50]2[CH:55]=[CH:54][CH:53]=[CH:52][CH:51]=2)[C:44]2[CH:49]=[CH:48][CH:47]=[CH:46][CH:45]=2)[CH2:25]1)=[O:23])([CH3:20])([CH3:19])[CH3:18].[C:62]1([SH:68])[CH:67]=[CH:66][CH:65]=[CH:64][CH:63]=1. Product: [CH3:60][O:59][C:57]([NH:56][C@H:42]([C:41]([NH:40][C:35]1[CH:36]=[CH:37][CH:38]=[CH:39][C:34]=1[CH2:33][CH2:32][C@H:26]1[O:27][CH2:28][C@@H:29]([CH2:30][S:68][C:62]2[CH:67]=[CH:66][CH:65]=[CH:64][CH:63]=2)[N:24]([C:22]([O:21][C:17]([CH3:20])([CH3:18])[CH3:19])=[O:23])[CH2:25]1)=[O:61])[CH:43]([C:50]1[CH:51]=[CH:52][CH:53]=[CH:54][CH:55]=1)[C:44]1[CH:49]=[CH:48][CH:47]=[CH:46][CH:45]=1)=[O:58]. The catalyst class is: 11. (4) Reactant: C([N:3]([CH2:6][CH3:7])CC)C.CCCP(=O)=O.[Br:14][C:15]1[CH:16]=C[C:18]([O:23][C:24]([F:27])([F:26])[F:25])=[C:19]([CH:22]=1)C=O.Cl.ON.C(=O)(O)[O-].[Na+]. Product: [Br:14][C:15]1[CH:22]=[CH:19][C:18]([O:23][C:24]([F:25])([F:26])[F:27])=[C:7]([CH:16]=1)[C:6]#[N:3]. The catalyst class is: 3. (5) Reactant: Br[C:2]1[CH:14]=[CH:13][C:5]([C:6]([O:8][C:9]([CH3:12])([CH3:11])[CH3:10])=[O:7])=[C:4]([CH3:15])[CH:3]=1.C(NC(C)C)(C)C.[C:23]([Si:25]([CH3:28])([CH3:27])[CH3:26])#[CH:24]. Product: [C:9]([O:8][C:6](=[O:7])[C:5]1[CH:13]=[CH:14][C:2]([C:24]#[C:23][Si:25]([CH3:28])([CH3:27])[CH3:26])=[CH:3][C:4]=1[CH3:15])([CH3:12])([CH3:11])[CH3:10]. The catalyst class is: 804. (6) Reactant: [CH2:1]([N:3]([CH2:11][C:12]1[CH:13]=[N:14][CH:15]=[C:16]([C:19]2[CH:20]=[C:21]3[C:25](=[CH:26][CH:27]=2)[N:24]([CH:28]2[CH2:33][CH2:32][CH2:31][CH2:30][O:29]2)[N:23]=[C:22]3[C:34]2[NH:35][C:36]([C:39]([NH:41][CH2:42][C:43]3C=NC=CC=3)=[O:40])=[CH:37][N:38]=2)[C:17]=1[CH3:18])[C:4](=[O:10])[O:5][C:6]([CH3:9])([CH3:8])[CH3:7])[CH3:2].C(O[C:54]([N:56](CC1C(C)=C(C2C=C3C(=CC=2)N(C2CCCCO2)N=C3C2NC(C(O)=O)=CN=2)C=NC=1)[CH2:57][CH3:58])=O)(C)(C)C.CCN(CC)CC.CN1CCNCC1.CN(C(ON1N=NC2C=CC=NC1=2)=[N+](C)C)C.F[P-](F)(F)(F)(F)F. Product: [CH2:1]([N:3]([CH2:11][C:12]1[CH:13]=[N:14][CH:15]=[C:16]([C:19]2[CH:20]=[C:21]3[C:25](=[CH:26][CH:27]=2)[N:24]([CH:28]2[CH2:33][CH2:32][CH2:31][CH2:30][O:29]2)[N:23]=[C:22]3[C:34]2[NH:35][C:36]([C:39]([N:41]3[CH2:42][CH2:43][N:56]([CH3:54])[CH2:57][CH2:58]3)=[O:40])=[CH:37][N:38]=2)[C:17]=1[CH3:18])[C:4](=[O:10])[O:5][C:6]([CH3:8])([CH3:7])[CH3:9])[CH3:2]. The catalyst class is: 2.